From a dataset of Catalyst prediction with 721,799 reactions and 888 catalyst types from USPTO. Predict which catalyst facilitates the given reaction. (1) Reactant: [N+:1]([C:4]1[CH:15]=[CH:14][C:7]([O:8][CH2:9][C:10]([O:12]C)=[O:11])=[CH:6][CH:5]=1)([O-:3])=[O:2]. Product: [N+:1]([C:4]1[CH:5]=[CH:6][C:7]([O:8][CH2:9][C:10]([OH:12])=[O:11])=[CH:14][CH:15]=1)([O-:3])=[O:2]. The catalyst class is: 33. (2) The catalyst class is: 132. Reactant: [CH3:1][C:2]1[CH2:6][CH:5]([CH3:7])[N:4]([CH2:8][C:9]([O:11]CC)=[O:10])[N:3]=1.[OH-].[Li+].CO.[Cl-].[NH4+]. Product: [CH3:1][C:2]1[CH2:6][CH:5]([CH3:7])[N:4]([CH2:8][C:9]([OH:11])=[O:10])[N:3]=1. (3) Reactant: [BH4-].[Na+].[Cl:3][C:4]1[CH:12]=[C:11]([N+:13]([O-:15])=[O:14])[CH:10]=[CH:9][C:5]=1[C:6](Cl)=[O:7]. Product: [Cl:3][C:4]1[CH:12]=[C:11]([N+:13]([O-:15])=[O:14])[CH:10]=[CH:9][C:5]=1[CH:6]=[O:7]. The catalyst class is: 57. (4) Reactant: [CH3:1][Si:2]([C:5]#[C:6][C@@H:7]1[NH:11][C@H:10]([C:12]([O:14][CH3:15])=[O:13])[CH2:9][CH2:8]1)([CH3:4])[CH3:3].C[N:17](C1C=CC=CN=1)C.CN1CCOCC1.O.[C:33]([O:37][C:38]([NH:40][C@H:41]([C:46](O)=[O:47])[CH2:42][CH:43]([CH3:45])[CH3:44])=[O:39])([CH3:36])([CH3:35])[CH3:34].Cl.CN(C)CCCN=C=NCC. Product: [C:33]([O:37][C:38]([NH:40][C@H:41]([C:46]([N:11]1[C@@H:7]([C:6]#[C:5][Si:2]([CH3:3])([CH3:4])[CH3:1])[CH2:8][CH2:9][C@H:10]1[C:12]([O:14][CH3:15])=[O:13])=[O:47])[CH2:42][CH:43]([CH3:44])[CH3:45])=[O:39])([CH3:35])([CH3:36])[CH3:34].[NH3:17]. The catalyst class is: 4. (5) Reactant: [CH3:1][C:2]1[C:3]([NH:8][C:9]2[S:10][CH:11]=[C:12]([C:14]3[CH:19]=[CH:18][CH:17]=[CH:16][N:15]=3)[N:13]=2)=[N:4][CH:5]=[CH:6][CH:7]=1.[Br:20]N1C(=O)CCC1=O. Product: [Br:20][C:11]1[S:10][C:9]([NH:8][C:3]2[C:2]([CH3:1])=[CH:7][CH:6]=[CH:5][N:4]=2)=[N:13][C:12]=1[C:14]1[CH:19]=[CH:18][CH:17]=[CH:16][N:15]=1. The catalyst class is: 4. (6) Reactant: Br[CH2:2][C:3](=O)[CH:4]([CH3:6])[CH3:5].[NH2:8][C:9]([NH2:11])=[S:10]. Product: [CH:4]([C:3]1[N:8]=[C:9]([NH2:11])[S:10][CH:2]=1)([CH3:6])[CH3:5]. The catalyst class is: 14.